This data is from Reaction yield outcomes from USPTO patents with 853,638 reactions. The task is: Predict the reaction yield, written as a fraction of the theoretical maximum amount of product (1.0 means a 100% yield; for example, 0.34 means a 34% yield). (1) The reactants are Br[C:2]1[CH:9]=[CH:8][C:5]([C:6]#[N:7])=[CH:4][N:3]=1.[CH3:10][C:11]1([CH3:24])[NH:16][CH2:15][CH2:14][N:13]([C:17]([O:19][C:20]([CH3:23])([CH3:22])[CH3:21])=[O:18])[CH2:12]1.C(OC(C)(C)C)=O. No catalyst specified. The product is [C:6]([C:5]1[CH:8]=[CH:9][C:2]([N:16]2[CH2:15][CH2:14][N:13]([C:17]([O:19][C:20]([CH3:23])([CH3:22])[CH3:21])=[O:18])[CH2:12][C:11]2([CH3:24])[CH3:10])=[N:3][CH:4]=1)#[N:7]. The yield is 0.430. (2) The reactants are [NH:1]1[CH:5]=[C:4]([C:6]2[C:7]3[CH:14]=[CH:13][N:12]([CH2:15][O:16][CH2:17][CH2:18][Si:19]([CH3:22])([CH3:21])[CH3:20])[C:8]=3[N:9]=[CH:10][N:11]=2)[CH:3]=[N:2]1.[C:23](#[N:30])[CH:24]=[CH:25][CH2:26][CH2:27][CH2:28][CH3:29].N12CCCN=C1CCCCC2. The catalyst is C(#N)C. The product is [CH3:20][Si:19]([CH3:22])([CH3:21])[CH2:18][CH2:17][O:16][CH2:15][N:12]1[C:8]2[N:9]=[CH:10][N:11]=[C:6]([C:4]3[CH:5]=[N:1][N:2]([CH:25]([CH2:26][CH2:27][CH2:28][CH3:29])[CH2:24][C:23]#[N:30])[CH:3]=3)[C:7]=2[CH:14]=[CH:13]1. The yield is 0.840. (3) The reactants are [Br:1][C:2]1[C:3]([O:8][CH:9]2[CH2:12][CH:11]([NH:13]C(=O)OC(C)(C)C)[CH2:10]2)=[N:4][CH:5]=[CH:6][CH:7]=1.[ClH:21]. The catalyst is CO. The product is [ClH:21].[Br:1][C:2]1[C:3]([O:8][CH:9]2[CH2:10][CH:11]([NH2:13])[CH2:12]2)=[N:4][CH:5]=[CH:6][CH:7]=1. The yield is 0.950. (4) The product is [C:1]1(=[C:8]([C:25]2[CH:30]=[CH:29][CH:28]=[C:27]([OH:31])[CH:26]=2)[C:9]2[CH:14]=[CH:13][C:12](/[CH:15]=[CH:16]/[C:17]([OH:19])=[O:18])=[C:11]([F:24])[CH:10]=2)[CH2:7][CH2:6][CH2:5][CH2:4][CH2:3][CH2:2]1. The reactants are [C:1]1(=[C:8]([C:25]2[CH:30]=[CH:29][CH:28]=[C:27]([OH:31])[CH:26]=2)[C:9]2[CH:14]=[CH:13][C:12](/[CH:15]=[CH:16]/[C:17]([O:19]C(C)(C)C)=[O:18])=[C:11]([F:24])[CH:10]=2)[CH2:7][CH2:6][CH2:5][CH2:4][CH2:3][CH2:2]1.C(O)(C(F)(F)F)=O. The yield is 0.920. The catalyst is C(Cl)Cl.